This data is from Full USPTO retrosynthesis dataset with 1.9M reactions from patents (1976-2016). The task is: Predict the reactants needed to synthesize the given product. (1) Given the product [CH2:17]([C:12]1[CH:13]=[CH:14][CH:15]=[CH:16][C:11]=1[NH:10][C:8]([C:3]1[C:4]([CH3:7])=[N:5][S:6][C:2]=1[NH:1][C:20]1[N:25]=[C:24]([C:26]2[CH:31]=[CH:30][CH:29]=[CH:28][CH:27]=2)[CH:23]=[CH:22][N:21]=1)=[O:9])[CH3:18], predict the reactants needed to synthesize it. The reactants are: [NH2:1][C:2]1[S:6][N:5]=[C:4]([CH3:7])[C:3]=1[C:8]([NH:10][C:11]1[CH:16]=[CH:15][CH:14]=[CH:13][C:12]=1[CH2:17][CH3:18])=[O:9].Cl[C:20]1[N:25]=[C:24]([C:26]2[CH:31]=[CH:30][CH:29]=[CH:28][CH:27]=2)[CH:23]=[CH:22][N:21]=1.C(=O)([O-])[O-].[Cs+].[Cs+].CC1(C)C2C(=C(P(C3C=CC=CC=3)C3C=CC=CC=3)C=CC=2)OC2C(P(C3C=CC=CC=3)C3C=CC=CC=3)=CC=CC1=2. (2) Given the product [BrH:46].[N:40]1([CH2:39][C:36]2[CH:35]=[CH:34][C:33](/[CH:32]=[CH:31]/[C:27]3[CH:26]=[C:25]([C:19]4[NH:18][C:17]([N:14]5[CH2:15][CH2:16][NH:11][CH2:12][CH2:13]5)=[C:21]([C:22]([NH2:23])=[O:24])[CH:20]=4)[CH:30]=[CH:29][N:28]=3)=[CH:38][CH:37]=2)[CH2:45][CH2:44][O:43][CH2:42][CH2:41]1, predict the reactants needed to synthesize it. The reactants are: C(OC([N:11]1[CH2:16][CH2:15][N:14]([C:17]2[NH:18][C:19]([C:25]3[CH:30]=[CH:29][N:28]=[C:27](/[CH:31]=[CH:32]/[C:33]4[CH:38]=[CH:37][C:36]([CH2:39][N:40]5[CH2:45][CH2:44][O:43][CH2:42][CH2:41]5)=[CH:35][CH:34]=4)[CH:26]=3)=[CH:20][C:21]=2[C:22](=[O:24])[NH2:23])[CH2:13][CH2:12]1)=O)C1C=CC=CC=1.[BrH:46]. (3) The reactants are: [BH4-].[Na+].[Cl:3][C:4]1[CH:5]=[C:6]([CH:10]([CH3:13])[C:11]#[N:12])[CH:7]=[CH:8][CH:9]=1. Given the product [Cl:3][C:4]1[CH:5]=[C:6]([CH:10]([CH3:13])[CH2:11][NH2:12])[CH:7]=[CH:8][CH:9]=1, predict the reactants needed to synthesize it. (4) The reactants are: [OH-].[K+].[CH3:3][CH:4]1[C@@H:6]([C:7]([O:9][CH3:10])=[O:8])[C@@H:5]1[C:11]([O:13]C)=[O:12]. Given the product [CH3:10][O:9][C:7]([CH:6]1[CH:4]([CH3:3])[CH:5]1[C:11]([OH:13])=[O:12])=[O:8], predict the reactants needed to synthesize it. (5) Given the product [OH:17][CH2:16][C:15]1[CH:20]=[CH:21][C:12]([CH2:10][C:9]2[CH:8]=[CH:7][C:6]([CH2:4][OH:3])=[CH:24][CH:23]=2)=[C:13]([OH:22])[CH:14]=1, predict the reactants needed to synthesize it. The reactants are: C([O:3][C:4]([C:6]1[CH:24]=[CH:23][C:9]([C:10]([C:12]2[CH:21]=[CH:20][C:15]([C:16](OC)=[O:17])=[CH:14][C:13]=2[OH:22])=O)=[CH:8][CH:7]=1)=O)C.[H-].[Al+3].[Li+].[H-].[H-].[H-].O.[OH-].[Na+]. (6) The reactants are: [Br-].[CH3:2][CH:3]([CH3:7])[CH2:4][CH2:5][Zn+].[C:8]([O:12][C:13]([N:15]1[C@@H:20]([C@@H:21]([OH:36])[C@@H:22]([NH:32][C:33](=[O:35])[CH3:34])[CH2:23][C:24]2[CH:29]=[C:28]([F:30])[CH:27]=[C:26](Br)[CH:25]=2)[CH2:19][O:18][C@@H:17]([O:37][CH2:38][C:39]([CH3:42])([CH3:41])[CH3:40])[C@@H:16]1[CH3:43])=[O:14])([CH3:11])([CH3:10])[CH3:9]. Given the product [C:8]([O:12][C:13]([N:15]1[C@@H:20]([C@@H:21]([OH:36])[C@@H:22]([NH:32][C:33](=[O:35])[CH3:34])[CH2:23][C:24]2[CH:25]=[C:26]([CH2:5][CH2:4][CH:3]([CH3:7])[CH3:2])[CH:27]=[C:28]([F:30])[CH:29]=2)[CH2:19][O:18][C@@H:17]([O:37][CH2:38][C:39]([CH3:42])([CH3:41])[CH3:40])[C@@H:16]1[CH3:43])=[O:14])([CH3:11])([CH3:10])[CH3:9], predict the reactants needed to synthesize it. (7) The reactants are: Br[C:2]1[CH:3]=[CH:4][CH:5]=[C:6]2[C:11]=1[N:10]=[C:9]([NH:12][C:13]([CH3:16])([CH3:15])[CH3:14])[N:8]([CH2:17][CH2:18][S:19]([CH3:22])(=[O:21])=[O:20])[C:7]2=[O:23].[CH3:24][C@@H:25]1[C:29]2[NH:30][C:31](B3OC(C)(C)C(C)(C)O3)=[CH:32][C:28]=2[C:27](=[O:42])[NH:26]1.P([O-])([O-])([O-])=O.[K+].[K+].[K+]. Given the product [C:13]([NH:12][C:9]1[N:8]([CH2:17][CH2:18][S:19]([CH3:22])(=[O:21])=[O:20])[C:7](=[O:23])[C:6]2[C:11](=[C:2]([C:31]3[NH:30][C:29]4[C@@H:25]([CH3:24])[NH:26][C:27](=[O:42])[C:28]=4[CH:32]=3)[CH:3]=[CH:4][CH:5]=2)[N:10]=1)([CH3:16])([CH3:15])[CH3:14], predict the reactants needed to synthesize it. (8) Given the product [Cl:15][C:16]1[N:17]=[CH:18][C:19]([C:20]([C:2]2[CH:7]=[CH:6][CH:5]=[CH:4][C:3]=2[O:8][CH3:9])=[O:21])=[CH:26][CH:27]=1, predict the reactants needed to synthesize it. The reactants are: Br[C:2]1[CH:7]=[CH:6][CH:5]=[CH:4][C:3]=1[O:8][CH3:9].[Li]CCCC.[Cl:15][C:16]1[CH:27]=[CH:26][C:19]([C:20](N(OC)C)=[O:21])=[CH:18][N:17]=1. (9) The reactants are: [O:1]1[CH2:6][CH2:5][O:4][C:3]2[CH:7]=[C:8]([NH2:11])[CH:9]=[CH:10][C:2]1=2.C(N(CC)C(C)C)(C)C.Br[CH2:22][C:23]1[CH:33]=[CH:32][CH:31]=[CH:30][C:24]=1[C:25](OCC)=[O:26].O[Li].O. Given the product [O:1]1[CH2:6][CH2:5][O:4][C:3]2[CH:7]=[C:8]([N:11]3[CH2:22][C:23]4[C:24](=[CH:30][CH:31]=[CH:32][CH:33]=4)[C:25]3=[O:26])[CH:9]=[CH:10][C:2]1=2, predict the reactants needed to synthesize it.